Dataset: NCI-60 drug combinations with 297,098 pairs across 59 cell lines. Task: Regression. Given two drug SMILES strings and cell line genomic features, predict the synergy score measuring deviation from expected non-interaction effect. (1) Drug 1: CS(=O)(=O)C1=CC(=C(C=C1)C(=O)NC2=CC(=C(C=C2)Cl)C3=CC=CC=N3)Cl. Drug 2: C1=CN(C(=O)N=C1N)C2C(C(C(O2)CO)O)O.Cl. Cell line: DU-145. Synergy scores: CSS=32.2, Synergy_ZIP=-5.08, Synergy_Bliss=4.52, Synergy_Loewe=-21.6, Synergy_HSA=3.08. (2) Synergy scores: CSS=64.6, Synergy_ZIP=-0.649, Synergy_Bliss=-0.293, Synergy_Loewe=-10.8, Synergy_HSA=1.14. Cell line: K-562. Drug 2: C1=CC=C(C=C1)NC(=O)CCCCCCC(=O)NO. Drug 1: CNC(=O)C1=CC=CC=C1SC2=CC3=C(C=C2)C(=NN3)C=CC4=CC=CC=N4. (3) Drug 2: CC1=C(C(CCC1)(C)C)C=CC(=CC=CC(=CC(=O)O)C)C. Synergy scores: CSS=57.1, Synergy_ZIP=-0.149, Synergy_Bliss=-0.172, Synergy_Loewe=1.88, Synergy_HSA=1.59. Drug 1: CCC1=CC2CC(C3=C(CN(C2)C1)C4=CC=CC=C4N3)(C5=C(C=C6C(=C5)C78CCN9C7C(C=CC9)(C(C(C8N6C)(C(=O)OC)O)OC(=O)C)CC)OC)C(=O)OC.C(C(C(=O)O)O)(C(=O)O)O. Cell line: NCI-H460. (4) Drug 1: COC1=C(C=C2C(=C1)N=CN=C2NC3=CC(=C(C=C3)F)Cl)OCCCN4CCOCC4. Drug 2: CCC1=C2CN3C(=CC4=C(C3=O)COC(=O)C4(CC)O)C2=NC5=C1C=C(C=C5)O. Cell line: SNB-75. Synergy scores: CSS=46.3, Synergy_ZIP=-6.43, Synergy_Bliss=1.13, Synergy_Loewe=1.16, Synergy_HSA=3.20. (5) Drug 1: C1=CN(C(=O)N=C1N)C2C(C(C(O2)CO)O)O.Cl. Drug 2: CC1=C(N=C(N=C1N)C(CC(=O)N)NCC(C(=O)N)N)C(=O)NC(C(C2=CN=CN2)OC3C(C(C(C(O3)CO)O)O)OC4C(C(C(C(O4)CO)O)OC(=O)N)O)C(=O)NC(C)C(C(C)C(=O)NC(C(C)O)C(=O)NCCC5=NC(=CS5)C6=NC(=CS6)C(=O)NCCC[S+](C)C)O. Cell line: OVCAR-8. Synergy scores: CSS=45.3, Synergy_ZIP=-8.44, Synergy_Bliss=-6.44, Synergy_Loewe=-1.18, Synergy_HSA=1.06. (6) Drug 1: COC1=NC(=NC2=C1N=CN2C3C(C(C(O3)CO)O)O)N. Drug 2: C1=NC(=NC(=O)N1C2C(C(C(O2)CO)O)O)N. Cell line: SK-MEL-28. Synergy scores: CSS=-2.60, Synergy_ZIP=-0.323, Synergy_Bliss=-6.28, Synergy_Loewe=-23.7, Synergy_HSA=-14.7.